Dataset: Forward reaction prediction with 1.9M reactions from USPTO patents (1976-2016). Task: Predict the product of the given reaction. (1) Given the reactants [CH3:1][C:2]1([C:6]([OH:8])=O)[CH2:5][O:4][CH2:3]1.[CH:9]1([C:12]2[C:13]([O:22][CH2:23][CH:24]3[CH2:26][CH2:25]3)=[CH:14][C:15]([C:18](=[N:20]O)[NH2:19])=[N:16][CH:17]=2)[CH2:11][CH2:10]1, predict the reaction product. The product is: [CH:9]1([C:12]2[C:13]([O:22][CH2:23][CH:24]3[CH2:26][CH2:25]3)=[CH:14][C:15]([C:18]3[N:20]=[C:6]([C:2]4([CH3:1])[CH2:3][O:4][CH2:5]4)[O:8][N:19]=3)=[N:16][CH:17]=2)[CH2:11][CH2:10]1. (2) The product is: [Cl:1][C:2]1[CH:7]=[C:6]([Cl:8])[CH:5]=[CH:4][C:3]=1[C:9]1[C:10](/[CH:18]=[N:26]/[S:24]([C:21]([CH3:23])([CH3:22])[CH3:20])=[O:25])=[CH:11][C:12]2[N:13]([CH:15]=[CH:16][N:17]=2)[CH:14]=1. Given the reactants [Cl:1][C:2]1[CH:7]=[C:6]([Cl:8])[CH:5]=[CH:4][C:3]=1[C:9]1[C:10]([CH:18]=O)=[CH:11][C:12]2[N:13]([CH:15]=[CH:16][N:17]=2)[CH:14]=1.[CH3:20][C:21]([S:24]([NH2:26])=[O:25])([CH3:23])[CH3:22], predict the reaction product. (3) Given the reactants [S:1]([CH2:11][CH2:12][O:13][C:14](=[O:18])[C:15]([CH3:17])=[CH2:16])([C:4]1[CH:10]=[CH:9][C:7]([CH3:8])=[CH:6][CH:5]=1)(=[O:3])=[O:2].[OH:19][CH2:20][CH2:21][O:22][C:23](=[O:26])[CH:24]=[CH2:25].[CH3:27][O:28][C:29](=[O:33])[C:30]([CH3:32])=[CH2:31].CC(N=NC(C#N)(C)C)(C#N)C, predict the reaction product. The product is: [S:1]([CH2:11][CH2:12][O:13][C:14](=[O:18])[C:15]([CH3:17])=[CH2:16])([C:4]1[CH:5]=[CH:6][C:7]([CH3:8])=[CH:9][CH:10]=1)(=[O:3])=[O:2].[OH:19][CH2:20][CH2:21][O:22][C:23](=[O:26])[CH:24]=[CH2:25].[CH3:27][O:28][C:29](=[O:33])[C:30]([CH3:32])=[CH2:31]. (4) Given the reactants C(N(CC)C(C)C)(C)C.[NH2:10][C:11]1[N:15]([C@@H:16]2[CH2:21][CH2:20][CH2:19][NH:18][CH2:17]2)[N:14]=[C:13]([C:22]2[CH:27]=[CH:26][C:25]([O:28][C:29]3[CH:34]=[CH:33][CH:32]=[C:31]([C:35]([F:38])([F:37])[F:36])[N:30]=3)=[CH:24][CH:23]=2)[C:12]=1[C:39]([NH2:41])=[O:40].F[P-](F)(F)(F)(F)F.N1(OC(N(C)C)=[N+](C)C)C2C=CC=CC=2N=N1.[OH:66][CH2:67]/[CH:68]=[CH:69]/[C:70](O)=[O:71], predict the reaction product. The product is: [NH2:10][C:11]1[N:15]([C@@H:16]2[CH2:21][CH2:20][CH2:19][N:18]([C:67](=[O:66])/[CH:68]=[CH:69]/[CH2:70][OH:71])[CH2:17]2)[N:14]=[C:13]([C:22]2[CH:27]=[CH:26][C:25]([O:28][C:29]3[CH:34]=[CH:33][CH:32]=[C:31]([C:35]([F:38])([F:37])[F:36])[N:30]=3)=[CH:24][CH:23]=2)[C:12]=1[C:39]([NH2:41])=[O:40].